From a dataset of Reaction yield outcomes from USPTO patents with 853,638 reactions. Predict the reaction yield, written as a fraction of the theoretical maximum amount of product (1.0 means a 100% yield; for example, 0.34 means a 34% yield). (1) The reactants are [NH2:1][C:2]1[C:7]([C:8]([NH2:10])=[O:9])=[C:6]([O:11][CH3:12])[C:5]([CH2:13][N:14]2[CH2:19][CH2:18][O:17][CH2:16][CH2:15]2)=[C:4]([O:20][CH3:21])[CH:3]=1.[CH3:22][C:23]1[CH:24]=[C:25]([CH:28]=[C:29]([CH3:32])[C:30]=1[OH:31])[CH:26]=O.S([O-])(O)=O.[Na+].C1(C)C=CC(S(O)(=O)=O)=CC=1. The catalyst is CN(C)C(=O)C.O. The product is [OH:31][C:30]1[C:29]([CH3:32])=[CH:28][C:25]([C:26]2[NH:10][C:8](=[O:9])[C:7]3[C:2](=[CH:3][C:4]([O:20][CH3:21])=[C:5]([CH2:13][N:14]4[CH2:19][CH2:18][O:17][CH2:16][CH2:15]4)[C:6]=3[O:11][CH3:12])[N:1]=2)=[CH:24][C:23]=1[CH3:22]. The yield is 0.0660. (2) The reactants are Cl[C:2]1[CH:3]=[C:4]([C:9]2[N:13]3[CH:14]=[CH:15][C:16]([C:19]([OH:22])([CH3:21])[CH3:20])=[C:17]([F:18])[C:12]3=[N:11][CH:10]=2)[CH:5]=[CH:6][C:7]=1[F:8].[Cl:23][C:24]1[C:25]([F:33])=[C:26](B(O)O)[CH:27]=[CH:28][CH:29]=1. No catalyst specified. The product is [Cl:23][C:24]1[C:25]([F:33])=[C:26]([C:2]2[CH:3]=[C:4]([C:9]3[N:13]4[CH:14]=[CH:15][C:16]([C:19]([OH:22])([CH3:21])[CH3:20])=[C:17]([F:18])[C:12]4=[N:11][CH:10]=3)[CH:5]=[CH:6][C:7]=2[F:8])[CH:27]=[CH:28][CH:29]=1. The yield is 0.0300. (3) The reactants are [CH3:1][N:2]([CH3:12])[C:3]1[CH:8]=[CH:7][C:6]([N+:9]([O-])=O)=[CH:5][N:4]=1.[H][H]. The catalyst is [Pd].C(O)C. The product is [CH3:1][N:2]([CH3:12])[C:3]1[CH:8]=[CH:7][C:6]([NH2:9])=[CH:5][N:4]=1. The yield is 0.830. (4) The reactants are [C:1]([OH:9])(=O)[C:2]1[CH:7]=[CH:6][CH:5]=[CH:4][CH:3]=1.[CH3:10]/[C:11](/[CH2:15][CH2:16][CH:17]=[C:18]([CH3:20])[CH3:19])=[CH:12]\[CH2:13][NH2:14].C(N(CC)CC)C.C1C=CC(P(N=[N+]=[N-])(C2C=CC=CC=2)=O)=CC=1. The catalyst is C1COCC1. The product is [CH3:10]/[C:11](/[CH2:15][CH2:16][CH:17]=[C:18]([CH3:20])[CH3:19])=[CH:12]\[CH2:13][NH:14][C:1](=[O:9])[C:2]1[CH:3]=[CH:4][CH:5]=[CH:6][CH:7]=1. The yield is 0.890. (5) The reactants are [H-].[Na+].[F:3][C:4]1[C:9]([F:10])=[CH:8][C:7]([N+:11]([O-:13])=[O:12])=[CH:6][C:5]=1[OH:14].I[CH3:16]. The catalyst is CN(C=O)C.C1COCC1. The product is [F:10][C:9]1[CH:8]=[C:7]([N+:11]([O-:13])=[O:12])[CH:6]=[C:5]([O:14][CH3:16])[C:4]=1[F:3]. The yield is 0.480. (6) The reactants are [CH2:1]([O:3][C:4]([CH:6]1[CH2:11][NH:10][CH2:9][CH2:8][N:7]1[S:12]([C:15]1[CH:20]=[CH:19][C:18]([F:21])=[CH:17][CH:16]=1)(=[O:14])=[O:13])=[O:5])[CH3:2].[C:22](=O)([O-])[O-].[K+].[K+].IC. The catalyst is CN(C=O)C.CCOCC. The product is [CH2:1]([O:3][C:4]([CH:6]1[CH2:11][N:10]([CH3:22])[CH2:9][CH2:8][N:7]1[S:12]([C:15]1[CH:16]=[CH:17][C:18]([F:21])=[CH:19][CH:20]=1)(=[O:13])=[O:14])=[O:5])[CH3:2]. The yield is 0.910. (7) The reactants are [Cl:1][C:2]1[CH:14]=[C:13]([Cl:15])[C:12]([O:16][C:17]2[N:21]([CH3:22])[N:20]=[C:19]([CH3:23])[C:18]=2[CH2:24][OH:25])=[CH:11][C:3]=1[O:4][C@@H:5]([CH3:10])[C:6]([O:8][CH3:9])=[O:7].[C:26](N1C=CN=C1)([N:28]1[CH:32]=[CH:31]N=C1)=[O:27].C(N)C.Cl. The catalyst is CN(C)C=O. The product is [Cl:1][C:2]1[CH:14]=[C:13]([Cl:15])[C:12]([O:16][C:17]2[N:21]([CH3:22])[N:20]=[C:19]([CH3:23])[C:18]=2[CH2:24][O:25][C:26]([NH:28][CH2:32][CH3:31])=[O:27])=[CH:11][C:3]=1[O:4][C@@H:5]([CH3:10])[C:6]([O:8][CH3:9])=[O:7]. The yield is 0.410. (8) The reactants are Cl.[CH2:2]([O:4][C:5]([C:7]1[CH2:12][C@H:11](OS(C)(=O)=O)[C@@H:10]([NH2:18])[C@H:9]([O:19][CH:20]([CH2:23][CH3:24])[CH2:21][CH3:22])[CH:8]=1)=[O:6])[CH3:3].[CH2:25]([NH2:28])[CH:26]=[CH2:27]. No catalyst specified. The product is [CH2:2]([O:4][C:5]([C:7]1[CH2:12][C@H:11]([NH:28][CH2:25][CH:26]=[CH2:27])[C@@H:10]([NH2:18])[C@H:9]([O:19][CH:20]([CH2:23][CH3:24])[CH2:21][CH3:22])[CH:8]=1)=[O:6])[CH3:3]. The yield is 0.960.